This data is from NCI-60 drug combinations with 297,098 pairs across 59 cell lines. The task is: Regression. Given two drug SMILES strings and cell line genomic features, predict the synergy score measuring deviation from expected non-interaction effect. (1) Drug 1: C1=NC2=C(N1)C(=S)N=CN2. Drug 2: CC12CCC3C(C1CCC2OP(=O)(O)O)CCC4=C3C=CC(=C4)OC(=O)N(CCCl)CCCl.[Na+]. Cell line: HCT116. Synergy scores: CSS=37.7, Synergy_ZIP=-6.39, Synergy_Bliss=-7.20, Synergy_Loewe=-12.0, Synergy_HSA=-5.17. (2) Drug 1: C1CN1C2=NC(=NC(=N2)N3CC3)N4CC4. Drug 2: C1C(C(OC1N2C=NC3=C2NC=NCC3O)CO)O. Cell line: NCI/ADR-RES. Synergy scores: CSS=47.1, Synergy_ZIP=1.17, Synergy_Bliss=0.0217, Synergy_Loewe=-1.12, Synergy_HSA=0.673. (3) Drug 1: C1C(C(OC1N2C=NC3=C(N=C(N=C32)Cl)N)CO)O. Drug 2: CN(C(=O)NC(C=O)C(C(C(CO)O)O)O)N=O. Cell line: SK-OV-3. Synergy scores: CSS=4.02, Synergy_ZIP=0.323, Synergy_Bliss=3.38, Synergy_Loewe=-12.6, Synergy_HSA=-1.01. (4) Drug 1: C1=NC(=NC(=O)N1C2C(C(C(O2)CO)O)O)N. Cell line: U251. Synergy scores: CSS=50.6, Synergy_ZIP=-1.30, Synergy_Bliss=-0.972, Synergy_Loewe=-0.776, Synergy_HSA=2.97. Drug 2: C1=NC2=C(N1)C(=S)N=CN2. (5) Drug 1: CC1=C2C(C(=O)C3(C(CC4C(C3C(C(C2(C)C)(CC1OC(=O)C(C(C5=CC=CC=C5)NC(=O)OC(C)(C)C)O)O)OC(=O)C6=CC=CC=C6)(CO4)OC(=O)C)OC)C)OC. Drug 2: CC1=C2C(C(=O)C3(C(CC4C(C3C(C(C2(C)C)(CC1OC(=O)C(C(C5=CC=CC=C5)NC(=O)OC(C)(C)C)O)O)OC(=O)C6=CC=CC=C6)(CO4)OC(=O)C)O)C)O. Cell line: SF-295. Synergy scores: CSS=60.4, Synergy_ZIP=9.66, Synergy_Bliss=9.06, Synergy_Loewe=12.2, Synergy_HSA=15.0. (6) Drug 1: CC12CCC3C(C1CCC2=O)CC(=C)C4=CC(=O)C=CC34C. Drug 2: C1=CN(C(=O)N=C1N)C2C(C(C(O2)CO)O)O.Cl. Cell line: OVCAR-8. Synergy scores: CSS=68.3, Synergy_ZIP=-1.83, Synergy_Bliss=-1.84, Synergy_Loewe=0.315, Synergy_HSA=1.01. (7) Drug 1: CN1CCC(CC1)COC2=C(C=C3C(=C2)N=CN=C3NC4=C(C=C(C=C4)Br)F)OC. Drug 2: CC1=CC2C(CCC3(C2CCC3(C(=O)C)OC(=O)C)C)C4(C1=CC(=O)CC4)C. Cell line: SF-268. Synergy scores: CSS=-3.98, Synergy_ZIP=4.64, Synergy_Bliss=-1.30, Synergy_Loewe=-5.46, Synergy_HSA=-6.51. (8) Drug 1: CCC1=CC2CC(C3=C(CN(C2)C1)C4=CC=CC=C4N3)(C5=C(C=C6C(=C5)C78CCN9C7C(C=CC9)(C(C(C8N6C)(C(=O)OC)O)OC(=O)C)CC)OC)C(=O)OC.C(C(C(=O)O)O)(C(=O)O)O. Drug 2: C1=CN(C=N1)CC(O)(P(=O)(O)O)P(=O)(O)O. Cell line: UO-31. Synergy scores: CSS=5.91, Synergy_ZIP=-4.41, Synergy_Bliss=-3.89, Synergy_Loewe=-0.759, Synergy_HSA=-0.742. (9) Drug 2: CC12CCC3C(C1CCC2OP(=O)(O)O)CCC4=C3C=CC(=C4)OC(=O)N(CCCl)CCCl.[Na+]. Cell line: UACC-257. Drug 1: CC1C(C(CC(O1)OC2CC(CC3=C2C(=C4C(=C3O)C(=O)C5=C(C4=O)C(=CC=C5)OC)O)(C(=O)C)O)N)O.Cl. Synergy scores: CSS=2.61, Synergy_ZIP=-4.89, Synergy_Bliss=-7.58, Synergy_Loewe=-13.0, Synergy_HSA=-8.93. (10) Drug 1: C1=CC(=CC=C1CCCC(=O)O)N(CCCl)CCCl. Cell line: A549. Drug 2: C1CNP(=O)(OC1)N(CCCl)CCCl. Synergy scores: CSS=37.2, Synergy_ZIP=-0.326, Synergy_Bliss=1.21, Synergy_Loewe=-16.1, Synergy_HSA=1.78.